This data is from Forward reaction prediction with 1.9M reactions from USPTO patents (1976-2016). The task is: Predict the product of the given reaction. Given the reactants [Br:1][C:2]1[CH:7]=[CH:6][CH:5]=[CH:4][C:3]=1B(O)O.Br[C:12]1[CH:17]=[CH:16][CH:15]=[CH:14][N:13]=1, predict the reaction product. The product is: [Br:1][C:2]1[CH:7]=[C:6]([C:12]2[CH:17]=[CH:16][CH:15]=[CH:14][N:13]=2)[CH:5]=[CH:4][CH:3]=1.